Dataset: Peptide-MHC class II binding affinity with 134,281 pairs from IEDB. Task: Regression. Given a peptide amino acid sequence and an MHC pseudo amino acid sequence, predict their binding affinity value. This is MHC class II binding data. (1) The peptide sequence is CSCRDQSEAQLALTI. The MHC is HLA-DQA10601-DQB10402 with pseudo-sequence HLA-DQA10601-DQB10402. The binding affinity (normalized) is 0. (2) The peptide sequence is GLTNTASHTRLSCDCDDK. The MHC is DRB4_0101 with pseudo-sequence DRB4_0103. The binding affinity (normalized) is 0. (3) The peptide sequence is KYLFNWAVRTKLKLTPIA. The MHC is DRB1_0701 with pseudo-sequence DRB1_0701. The binding affinity (normalized) is 0.570. (4) The peptide sequence is VRAVAESHGVAAVLF. The MHC is DRB1_0405 with pseudo-sequence DRB1_0405. The binding affinity (normalized) is 0.150.